This data is from Forward reaction prediction with 1.9M reactions from USPTO patents (1976-2016). The task is: Predict the product of the given reaction. (1) The product is: [CH3:9][O:8][C:7]1[CH:6]=[CH:5][CH:4]=[C:3]2[C:2]=1[N:1]=[C:25]([C:22]1[CH:23]=[CH:24][C:19]([OH:18])=[CH:20][CH:21]=1)[CH:26]=[C:10]2[C:12]1[CH:17]=[CH:16][CH:15]=[CH:14][CH:13]=1. Given the reactants [NH2:1][C:2]1[C:7]([O:8][CH3:9])=[CH:6][CH:5]=[CH:4][C:3]=1[C:10]([C:12]1[CH:17]=[CH:16][CH:15]=[CH:14][CH:13]=1)=O.[OH:18][C:19]1[CH:24]=[CH:23][C:22]([C:25](=O)[CH3:26])=[CH:21][CH:20]=1.C(O)(=O)CC(CC(O)=O)(C(O)=O)O, predict the reaction product. (2) Given the reactants [F:1][C:2]1([F:12])[O:6][C:5]2[CH:7]=[CH:8][C:9]([OH:11])=[CH:10][C:4]=2[O:3]1.C([Mg]Cl)(C)C.[F:18][C:19]([F:38])([F:37])[C:20]1[O:24][C:23]([CH2:25][N:26]2[C:34]3[C:29](=[CH:30][CH:31]=[CH:32][CH:33]=3)[C:28](=[O:35])[C:27]2=[O:36])=[CH:22][CH:21]=1.[Cl-].[NH4+], predict the reaction product. The product is: [F:12][C:2]1([F:1])[O:3][C:4]2[CH:10]=[C:9]([OH:11])[C:8]([C:28]3([OH:35])[C:29]4[C:34](=[CH:33][CH:32]=[CH:31][CH:30]=4)[N:26]([CH2:25][C:23]4[O:24][C:20]([C:19]([F:38])([F:37])[F:18])=[CH:21][CH:22]=4)[C:27]3=[O:36])=[CH:7][C:5]=2[O:6]1.